This data is from NCI-60 drug combinations with 297,098 pairs across 59 cell lines. The task is: Regression. Given two drug SMILES strings and cell line genomic features, predict the synergy score measuring deviation from expected non-interaction effect. (1) Drug 1: C1CCC(CC1)NC(=O)N(CCCl)N=O. Drug 2: C1C(C(OC1N2C=C(C(=O)NC2=O)F)CO)O. Cell line: HOP-92. Synergy scores: CSS=34.4, Synergy_ZIP=-5.75, Synergy_Bliss=-2.92, Synergy_Loewe=2.73, Synergy_HSA=3.97. (2) Drug 1: CC1C(C(CC(O1)OC2CC(CC3=C2C(=C4C(=C3O)C(=O)C5=C(C4=O)C(=CC=C5)OC)O)(C(=O)C)O)N)O.Cl. Drug 2: CC1C(C(CC(O1)OC2CC(OC(C2O)C)OC3=CC4=CC5=C(C(=O)C(C(C5)C(C(=O)C(C(C)O)O)OC)OC6CC(C(C(O6)C)O)OC7CC(C(C(O7)C)O)OC8CC(C(C(O8)C)O)(C)O)C(=C4C(=C3C)O)O)O)O. Cell line: SNB-19. Synergy scores: CSS=-1.13, Synergy_ZIP=-7.49, Synergy_Bliss=-7.03, Synergy_Loewe=-13.5, Synergy_HSA=-7.17. (3) Drug 1: C1=NC2=C(N1)C(=S)N=C(N2)N. Drug 2: CC1C(C(CC(O1)OC2CC(CC3=C2C(=C4C(=C3O)C(=O)C5=C(C4=O)C(=CC=C5)OC)O)(C(=O)CO)O)N)O.Cl. Cell line: SK-OV-3. Synergy scores: CSS=29.8, Synergy_ZIP=-10.9, Synergy_Bliss=-10.4, Synergy_Loewe=-5.71, Synergy_HSA=-4.65. (4) Drug 1: CCCS(=O)(=O)NC1=C(C(=C(C=C1)F)C(=O)C2=CNC3=C2C=C(C=N3)C4=CC=C(C=C4)Cl)F. Drug 2: C1=CC=C(C(=C1)C(C2=CC=C(C=C2)Cl)C(Cl)Cl)Cl. Cell line: A549. Synergy scores: CSS=-0.947, Synergy_ZIP=5.46, Synergy_Bliss=0.186, Synergy_Loewe=-9.19, Synergy_HSA=-2.01. (5) Drug 1: CC=C1C(=O)NC(C(=O)OC2CC(=O)NC(C(=O)NC(CSSCCC=C2)C(=O)N1)C(C)C)C(C)C. Drug 2: CCN(CC)CCNC(=O)C1=C(NC(=C1C)C=C2C3=C(C=CC(=C3)F)NC2=O)C. Cell line: MALME-3M. Synergy scores: CSS=32.0, Synergy_ZIP=-4.47, Synergy_Bliss=-6.04, Synergy_Loewe=-36.3, Synergy_HSA=-8.00. (6) Drug 1: COC1=NC(=NC2=C1N=CN2C3C(C(C(O3)CO)O)O)N. Drug 2: CCC1(C2=C(COC1=O)C(=O)N3CC4=CC5=C(C=CC(=C5CN(C)C)O)N=C4C3=C2)O.Cl. Cell line: MDA-MB-231. Synergy scores: CSS=2.39, Synergy_ZIP=-4.36, Synergy_Bliss=-1.30, Synergy_Loewe=-19.0, Synergy_HSA=-8.88. (7) Drug 1: COC1=CC(=CC(=C1O)OC)C2C3C(COC3=O)C(C4=CC5=C(C=C24)OCO5)OC6C(C(C7C(O6)COC(O7)C8=CC=CS8)O)O. Drug 2: CN(C)C1=NC(=NC(=N1)N(C)C)N(C)C. Cell line: RXF 393. Synergy scores: CSS=25.9, Synergy_ZIP=-1.73, Synergy_Bliss=4.54, Synergy_Loewe=-51.0, Synergy_HSA=1.72. (8) Drug 1: CC12CCC(CC1=CCC3C2CCC4(C3CC=C4C5=CN=CC=C5)C)O. Drug 2: C1C(C(OC1N2C=NC(=NC2=O)N)CO)O. Cell line: CAKI-1. Synergy scores: CSS=13.4, Synergy_ZIP=-3.46, Synergy_Bliss=-2.52, Synergy_Loewe=-0.681, Synergy_HSA=0.326. (9) Drug 1: C1=CC(=CC=C1CCC2=CNC3=C2C(=O)NC(=N3)N)C(=O)NC(CCC(=O)O)C(=O)O. Cell line: UACC62. Synergy scores: CSS=9.54, Synergy_ZIP=0.819, Synergy_Bliss=-0.211, Synergy_Loewe=-6.48, Synergy_HSA=0.0101. Drug 2: COC1=C2C(=CC3=C1OC=C3)C=CC(=O)O2.